From a dataset of Forward reaction prediction with 1.9M reactions from USPTO patents (1976-2016). Predict the product of the given reaction. (1) Given the reactants [F:1][C:2]1[CH:7]=[CH:6][C:5]([N:8]2[C:16]3[C:11](=[CH:12][C:13]([O:17][CH:18]([C:22]4[CH:27]=[CH:26][CH:25]=[CH:24][CH:23]=4)[C:19]([NH2:21])=[O:20])=[CH:14][CH:15]=3)[CH:10]=[N:9]2)=[CH:4][CH:3]=1.CC([O-])(C)C.[K+].[CH3:34][CH:35]([CH3:39])[C:36](Cl)=[O:37], predict the reaction product. The product is: [F:1][C:2]1[CH:3]=[CH:4][C:5]([N:8]2[C:16]3[C:11](=[CH:12][C:13]([O:17][CH:18]([C:22]4[CH:23]=[CH:24][CH:25]=[CH:26][CH:27]=4)[C:19]([NH:21][C:36](=[O:37])[CH:35]([CH3:39])[CH3:34])=[O:20])=[CH:14][CH:15]=3)[CH:10]=[N:9]2)=[CH:6][CH:7]=1. (2) Given the reactants [NH2:1][CH2:2][C:3]1[CH:8]=[CH:7][C:6]([C:9]2[C:17]3[C:16]([NH2:18])=[N:15][CH:14]=[N:13][C:12]=3[N:11]([C@H:19]3[CH2:24][CH2:23][C@H:22]([N:25]4[CH2:30][CH2:29][N:28]([CH3:31])[CH2:27][CH2:26]4)[CH2:21][CH2:20]3)[CH:10]=2)=[CH:5][CH:4]=1.Cl[C:33]([O:35][CH2:36][C:37]1[CH:42]=[CH:41][CH:40]=[CH:39][CH:38]=1)=[O:34], predict the reaction product. The product is: [NH2:18][C:16]1[C:17]2[C:9]([C:6]3[CH:5]=[CH:4][C:3]([CH2:2][NH:1][C:33](=[O:34])[O:35][CH2:36][C:37]4[CH:42]=[CH:41][CH:40]=[CH:39][CH:38]=4)=[CH:8][CH:7]=3)=[CH:10][N:11]([C@H:19]3[CH2:24][CH2:23][C@H:22]([N:25]4[CH2:26][CH2:27][N:28]([CH3:31])[CH2:29][CH2:30]4)[CH2:21][CH2:20]3)[C:12]=2[N:13]=[CH:14][N:15]=1. (3) Given the reactants [F:1][C:2]([F:29])([F:28])[C:3]1[CH:4]=[C:5]([C:13]2[N:17]([C:18]3[CH:23]=[CH:22][CH:21]=[C:20]([Cl:24])[CH:19]=3)[N:16]=[C:15]([C:25]([OH:27])=O)[CH:14]=2)[CH:6]=[C:7]([C:9]([F:12])([F:11])[F:10])[CH:8]=1.ClC1C=C(N2C(C3C=C(F)C=C(Cl)C=3)=CC(C([N:53]3[CH2:57][C:56](=[O:58])[NH:55][CH2:54]3)=O)=N2)C=CC=1F, predict the reaction product. The product is: [F:11][C:9]([F:12])([F:10])[C:7]1[CH:6]=[C:5]([C:13]2[N:17]([C:18]3[CH:23]=[CH:22][CH:21]=[C:20]([Cl:24])[CH:19]=3)[N:16]=[C:15]([C:25]([N:53]3[CH2:57][C:56](=[O:58])[NH:55][CH2:54]3)=[O:27])[CH:14]=2)[CH:4]=[C:3]([C:2]([F:1])([F:28])[F:29])[CH:8]=1.